From a dataset of Full USPTO retrosynthesis dataset with 1.9M reactions from patents (1976-2016). Predict the reactants needed to synthesize the given product. (1) Given the product [Cl:1][C:2]1[N:7]=[C:6]([O:9][C:10]2[CH:11]=[C:12]3[C:17](=[CH:18][CH:19]=2)[C:16]([C:20]([NH:22][CH2:23][CH2:24][N:25]2[CH2:26][CH2:27][O:28][CH2:29][CH2:30]2)=[O:21])=[CH:15][CH:14]=[CH:13]3)[CH:5]=[CH:4][N:3]=1, predict the reactants needed to synthesize it. The reactants are: [Cl:1][C:2]1[N:7]=[C:6](Cl)[CH:5]=[CH:4][N:3]=1.[OH:9][C:10]1[CH:11]=[C:12]2[C:17](=[CH:18][CH:19]=1)[C:16]([C:20]([NH:22][CH2:23][CH2:24][N:25]1[CH2:30][CH2:29][O:28][CH2:27][CH2:26]1)=[O:21])=[CH:15][CH:14]=[CH:13]2.C1CCN2C(=NCCC2)CC1. (2) Given the product [OH:27][C:24]([CH3:25])([CH3:26])[CH2:23][N:20]1[CH:21]=[CH:22][C:18]([NH:17][C:16](=[O:28])[C@@H:9]([N:8]2[CH2:7][C:6]([O:29][C:30]3[CH:35]=[CH:34][CH:33]=[C:32]([Cl:36])[C:31]=3[Cl:37])=[CH:5][C:4]2=[O:38])[CH2:10][C@H:11]([O:13][CH2:14][CH3:15])[CH3:12])=[N:19]1, predict the reactants needed to synthesize it. The reactants are: C(O[C:4](=[O:38])[CH:5]=[C:6]([O:29][C:30]1[CH:35]=[CH:34][CH:33]=[C:32]([Cl:36])[C:31]=1[Cl:37])[CH2:7][NH:8][C@H:9]([C:16](=[O:28])[NH:17][C:18]1[CH:22]=[CH:21][N:20]([CH2:23][C:24]([OH:27])([CH3:26])[CH3:25])[N:19]=1)[CH2:10][C@H:11]([O:13][CH2:14][CH3:15])[CH3:12])C. (3) Given the product [N:24]1([CH2:2][C:3]([NH:5][C:6]2[CH:11]=[CH:10][C:9]([N:12]3[C:16]([CH:17]4[CH2:19][CH2:18]4)=[CH:15][C:14]([C:20]([F:23])([F:22])[F:21])=[N:13]3)=[CH:8][CH:7]=2)=[O:4])[C:28]2[CH:29]=[CH:30][CH:31]=[CH:32][C:27]=2[N:26]=[CH:25]1, predict the reactants needed to synthesize it. The reactants are: Cl[CH2:2][C:3]([NH:5][C:6]1[CH:11]=[CH:10][C:9]([N:12]2[C:16]([CH:17]3[CH2:19][CH2:18]3)=[CH:15][C:14]([C:20]([F:23])([F:22])[F:21])=[N:13]2)=[CH:8][CH:7]=1)=[O:4].[N:24]1[C:28]2[CH:29]=[CH:30][CH:31]=[CH:32][C:27]=2[NH:26][CH:25]=1.[H-].[Na+].O. (4) Given the product [CH3:23][O:24][C:25]1[CH:33]=[CH:32][C:28]([C:29]([O:10][CH2:9][C:8]([NH:7][C:6]([O:5][C:1]([CH3:4])([CH3:2])[CH3:3])=[O:13])([CH3:12])[CH3:11])=[O:30])=[CH:27][CH:26]=1, predict the reactants needed to synthesize it. The reactants are: [C:1]([O:5][C:6](=[O:13])[NH:7][C:8]([CH3:12])([CH3:11])[CH2:9][OH:10])([CH3:4])([CH3:3])[CH3:2].C(N(C(C)C)CC)(C)C.[CH3:23][O:24][C:25]1[CH:33]=[CH:32][C:28]([C:29](Cl)=[O:30])=[CH:27][CH:26]=1. (5) Given the product [CH3:18][C:13]1([C:9]2[O:8][C:12]([CH:22]=[O:23])=[CH:11][CH:10]=2)[O:14][CH2:15][CH2:16][O:17]1, predict the reactants needed to synthesize it. The reactants are: N#N.[Li]CCCC.[O:8]1[CH:12]=[CH:11][CH:10]=[C:9]1[C:13]1([CH3:18])[O:17][CH2:16][CH2:15][O:14]1.CN([CH:22]=[O:23])C.[NH4+].[Cl-]. (6) Given the product [CH2:3]([C:5]1[C:14]2[C:13](=[O:15])[NH:12][C:11]([S:16][CH3:1])=[N:10][C:9]=2[O:8][C:7](=[O:17])[CH:6]=1)[CH3:4], predict the reactants needed to synthesize it. The reactants are: [CH3:1]I.[CH2:3]([C:5]1[C:14]2[C:13](=[O:15])[NH:12][C:11](=[S:16])[NH:10][C:9]=2[O:8][C:7](=[O:17])[CH:6]=1)[CH3:4].O. (7) Given the product [Cl:1][C:2]1[CH:3]=[C:4](/[CH:9]=[CH:10]/[C:11]([N:13]2[CH2:19][CH2:18][C:17](=[O:20])[N:16]([CH2:28][CH2:27][C@@H:25]3[CH2:22][O:26]3)[CH2:15][CH2:14]2)=[O:12])[CH:5]=[CH:6][C:7]=1[F:8], predict the reactants needed to synthesize it. The reactants are: [Cl:1][C:2]1[CH:3]=[C:4](/[CH:9]=[CH:10]/[C:11]([N:13]2[CH2:19][CH2:18][C:17](=[O:20])[NH:16][CH2:15][CH2:14]2)=[O:12])[CH:5]=[CH:6][C:7]=1[F:8].C[C:22]1(C)[O:26][C@H:25]([CH2:27][CH2:28]OS(C)(=O)=O)CO1. (8) Given the product [CH3:1][O:2][C:3]1[C:4](=[O:11])[CH:5]([C:12](=[O:18])[C:13]([O:15][CH2:16][CH3:17])=[O:14])[CH2:6][C:7]([CH3:9])([CH3:10])[CH:8]=1, predict the reactants needed to synthesize it. The reactants are: [CH3:1][O:2][C:3]1[C:4](=[O:11])[CH2:5][CH2:6][C:7]([CH3:10])([CH3:9])[CH:8]=1.[C:12](OCC)(=[O:18])[C:13]([O:15][CH2:16][CH3:17])=[O:14].[Li+].C[Si]([N-][Si](C)(C)C)(C)C. (9) Given the product [CH3:33][N:34]([CH3:35])[C:2]1[CH:3]=[C:4]([CH:29]=[CH:30][N:31]=1)[C:5]([NH:7][C:8]1[CH:13]=[CH:12][C:11]([N:14]2[C:18]([C:19]([F:21])([F:20])[F:22])=[CH:17][C:16]([C:23]3[CH:24]=[N:25][CH:26]=[CH:27][CH:28]=3)=[N:15]2)=[CH:10][N:9]=1)=[O:6], predict the reactants needed to synthesize it. The reactants are: F[C:2]1[CH:3]=[C:4]([CH:29]=[CH:30][N:31]=1)[C:5]([NH:7][C:8]1[CH:13]=[CH:12][C:11]([N:14]2[C:18]([C:19]([F:22])([F:21])[F:20])=[CH:17][C:16]([C:23]3[CH:24]=[N:25][CH:26]=[CH:27][CH:28]=3)=[N:15]2)=[CH:10][N:9]=1)=[O:6].Cl.[CH3:33][NH:34][CH3:35].C(N(CC)CC)C. (10) Given the product [F:1][C:2]1[CH:3]=[CH:4][C:5]([C:8]2[O:12][N:11]=[CH:10][C:9]=2[C:13]([N:39]2[CH2:44][CH2:43][CH2:42][C@H:41]([C:45]([OH:48])([CH3:47])[CH3:46])[CH2:40]2)=[O:15])=[CH:6][CH:7]=1, predict the reactants needed to synthesize it. The reactants are: [F:1][C:2]1[CH:7]=[CH:6][C:5]([C:8]2[O:12][N:11]=[CH:10][C:9]=2[C:13]([OH:15])=O)=[CH:4][CH:3]=1.CN(C(ON1N=NC2C=CC=CC1=2)=[N+](C)C)C.[B-](F)(F)(F)F.Cl.[NH:39]1[CH2:44][CH2:43][CH2:42][C@H:41]([C:45]([OH:48])([CH3:47])[CH3:46])[CH2:40]1.C(N(CC)CC)C.